Dataset: Forward reaction prediction with 1.9M reactions from USPTO patents (1976-2016). Task: Predict the product of the given reaction. (1) Given the reactants [C:1]([O:5][C:6]([N:8]([CH3:10])[NH2:9])=[O:7])([CH3:4])([CH3:3])[CH3:2].[OH-].[Na+].Cl[C:14]([O:16][CH2:17][C:18]1[CH:23]=[CH:22][CH:21]=[CH:20][CH:19]=1)=[O:15], predict the reaction product. The product is: [C:1]([O:5][C:6]([N:8]([CH3:10])[NH:9][C:14]([O:16][CH2:17][C:18]1[CH:23]=[CH:22][CH:21]=[CH:20][CH:19]=1)=[O:15])=[O:7])([CH3:4])([CH3:3])[CH3:2]. (2) Given the reactants [N+:1]([O-:4])([O-])=[O:2].[K+].[F:6][CH:7]([F:22])[C:8]1([C:15]2[CH:20]=[CH:19][CH:18]=[CH:17][C:16]=2[F:21])[CH2:13][O:12][CH2:11][C:10]([NH2:14])=[N:9]1.CC(OC)(C)C.[OH-].[Na+], predict the reaction product. The product is: [F:22][CH:7]([F:6])[C:8]1([C:15]2[CH:20]=[C:19]([N+:1]([O-:4])=[O:2])[CH:18]=[CH:17][C:16]=2[F:21])[CH2:13][O:12][CH2:11][C:10]([NH2:14])=[N:9]1. (3) Given the reactants [Br:1][C:2]1[CH:7]=[CH:6][C:5]([NH:8][C:9](=[O:22])[CH2:10][O:11][C:12]2[CH:21]=[CH:20][CH:19]=[CH:18][C:13]=2[C:14]([O:16]C)=[O:15])=[CH:4][CH:3]=1.[OH-].[K+], predict the reaction product. The product is: [Br:1][C:2]1[CH:3]=[CH:4][C:5]([NH:8][C:9](=[O:22])[CH2:10][O:11][C:12]2[CH:21]=[CH:20][CH:19]=[CH:18][C:13]=2[C:14]([OH:16])=[O:15])=[CH:6][CH:7]=1. (4) Given the reactants [Br:1][C:2]1[CH:3]=[C:4]([CH:8]=[C:9](I)[CH:10]=1)[C:5]([O-:7])=[O:6].[C:12](=O)([O-])[O-].[Cs+].[Cs+].[S:18]1(=[O:25])(=[O:24])[CH2:23][CH2:22][CH2:21][CH2:20][NH:19]1, predict the reaction product. The product is: [CH3:12][O:7][C:5](=[O:6])[C:4]1[CH:8]=[C:9]([N:19]2[CH2:20][CH2:21][CH2:22][CH2:23][S:18]2(=[O:25])=[O:24])[CH:10]=[C:2]([Br:1])[CH:3]=1. (5) The product is: [C:22]([C@@H:21]([NH:20][C:12]([C:10]1[CH:9]=[CH:8][C:7]([C:15]2([OH:19])[CH2:18][O:17][CH2:16]2)=[C:6]([O:5][CH2:4][CH:1]2[CH2:2][CH2:3]2)[N:11]=1)=[O:14])[CH2:25][CH:26]([CH3:28])[CH3:27])(=[O:23])[NH2:24]. Given the reactants [CH:1]1([CH2:4][O:5][C:6]2[N:11]=[C:10]([C:12]([OH:14])=O)[CH:9]=[CH:8][C:7]=2[C:15]2([OH:19])[CH2:18][O:17][CH2:16]2)[CH2:3][CH2:2]1.[NH2:20][C@@H:21]([CH2:25][CH:26]([CH3:28])[CH3:27])[C:22]([NH2:24])=[O:23], predict the reaction product. (6) Given the reactants [O:1]=[C:2]1[CH2:7][NH:6][CH2:5][CH2:4][N:3]1[C:8]1[CH:13]=[CH:12][C:11]([S:14]([NH:17][C:18]2[S:19][CH:20]=[CH:21][N:22]=2)(=[O:16])=[O:15])=[CH:10][CH:9]=1.[Cl:23][C:24]1[CH:25]=[C:26]2[C:31](=[CH:32][CH:33]=1)[N:30]([C@H:34]([CH2:38][CH:39]([CH3:41])[CH3:40])[C:35](O)=[O:36])[CH2:29][CH2:28][CH2:27]2.CN(C(ON1N=NC2C=CC=NC1=2)=[N+](C)C)C.F[P-](F)(F)(F)(F)F.C(=O)(O)[O-].[Na+], predict the reaction product. The product is: [Cl:23][C:24]1[CH:25]=[C:26]2[C:31](=[CH:32][CH:33]=1)[N:30]([C@H:34]([CH2:38][CH:39]([CH3:41])[CH3:40])[C:35]([N:6]1[CH2:5][CH2:4][N:3]([C:8]3[CH:9]=[CH:10][C:11]([S:14]([NH:17][C:18]4[S:19][CH:20]=[CH:21][N:22]=4)(=[O:16])=[O:15])=[CH:12][CH:13]=3)[C:2](=[O:1])[CH2:7]1)=[O:36])[CH2:29][CH2:28][CH2:27]2. (7) Given the reactants FC(F)(F)C(O)=O.[CH3:8][C:9]1[S:10][CH:11]=[C:12]([C:14]([N:16]2[CH2:21][C:20]3([CH2:26][CH2:25][NH:24][CH2:23][CH2:22]3)[O:19][CH2:18][CH2:17]2)=[O:15])[N:13]=1.[Si:27]([O:34][CH2:35][CH2:36][C:37]1[S:41][C:40]([CH:42]=O)=[CH:39][CH:38]=1)([C:30]([CH3:33])([CH3:32])[CH3:31])([CH3:29])[CH3:28].C(O)(=O)C.C(O[BH-](OC(=O)C)OC(=O)C)(=O)C.[Na+], predict the reaction product. The product is: [Si:27]([O:34][CH2:35][CH2:36][C:37]1[S:41][C:40]([CH2:42][N:24]2[CH2:25][CH2:26][C:20]3([O:19][CH2:18][CH2:17][N:16]([C:14]([C:12]4[N:13]=[C:9]([CH3:8])[S:10][CH:11]=4)=[O:15])[CH2:21]3)[CH2:22][CH2:23]2)=[CH:39][CH:38]=1)([C:30]([CH3:31])([CH3:33])[CH3:32])([CH3:29])[CH3:28].